From a dataset of Catalyst prediction with 721,799 reactions and 888 catalyst types from USPTO. Predict which catalyst facilitates the given reaction. The catalyst class is: 5. Reactant: [Br:1][C:2]1[C:11]2[C:6](=[CH:7][CH:8]=[CH:9][CH:10]=2)[C:5]([C:12]([OH:14])=[O:13])=[CH:4][CH:3]=1.S(=O)(=O)(O)O.[CH3:20]COC(C)=O.CCCCCCC. Product: [Br:1][C:2]1[C:11]2[C:6](=[CH:7][CH:8]=[CH:9][CH:10]=2)[C:5]([C:12]([O:14][CH3:20])=[O:13])=[CH:4][CH:3]=1.